Dataset: Retrosynthesis with 50K atom-mapped reactions and 10 reaction types from USPTO. Task: Predict the reactants needed to synthesize the given product. (1) Given the product O=C(NCCO)NCc1ccccc1OCC1CO1, predict the reactants needed to synthesize it. The reactants are: ClCC1CO1.O=C(NCCO)NCc1ccccc1O. (2) Given the product CC(C(N)=O)c1ccccc1CCc1nc(Nc2ccc(C3CCNCC3)nc2)ncc1Cl, predict the reactants needed to synthesize it. The reactants are: CC(C(N)=O)c1ccccc1CCc1nc(Nc2ccc(C3CCN(C(=O)OC(C)(C)C)CC3)nc2)ncc1Cl. (3) Given the product COc1cc(C(C)C(=O)NCc2cc(C(F)(F)F)nn2-c2cccc(Cl)c2)cnc1NS(C)(=O)=O, predict the reactants needed to synthesize it. The reactants are: COc1cc(C(C)C(=O)O)cnc1NS(C)(=O)=O.NCc1cc(C(F)(F)F)nn1-c1cccc(Cl)c1. (4) The reactants are: CCOC(=O)CCCc1cc(F)cc(-c2noc(-c3ccc(OC(C)C)c(C#N)c3)n2)c1OC. Given the product COc1c(CCCC(=O)O)cc(F)cc1-c1noc(-c2ccc(OC(C)C)c(C#N)c2)n1, predict the reactants needed to synthesize it. (5) Given the product O=C1OC(=O)c2nc3ccccc3cc21, predict the reactants needed to synthesize it. The reactants are: O=C(O)c1cc2ccccc2nc1C(=O)O. (6) Given the product CCOC(=O)C1(NC(=O)c2cccc(C)c2C2=CCCC2)Cc2ccc(F)cc2C1, predict the reactants needed to synthesize it. The reactants are: CCOC(=O)C1(NC(=O)c2cccc(C)c2I)Cc2ccc(F)cc2C1.OB(O)C1=CCCC1. (7) Given the product CC(C)C[C@@H](C(=O)O)N(C)C(=O)CC1(c2ccccc2)C(=O)Oc2ccc(Cl)cc21, predict the reactants needed to synthesize it. The reactants are: CN[C@@H](CC(C)C)C(=O)O.O=C(Cl)CC1(c2ccccc2)C(=O)Oc2ccc(Cl)cc21. (8) Given the product Cc1nc2c(o1)c(C(=O)O)cc1nc(Nc3c(Cl)cccc3Cl)[nH]c12, predict the reactants needed to synthesize it. The reactants are: COC(=O)c1cc2nc(Nc3c(Cl)cccc3Cl)[nH]c2c2nc(C)oc12. (9) Given the product COCC(=O)Nc1cc([N+](=O)[O-])ccc1F, predict the reactants needed to synthesize it. The reactants are: COCC(=O)Cl.Nc1cc([N+](=O)[O-])ccc1F. (10) Given the product CN(Cc1cn(S(=O)(=O)c2ccsc2)c(-c2cccnc2F)c1F)C(=O)OC(C)(C)C, predict the reactants needed to synthesize it. The reactants are: CN(Cc1c[nH]c(-c2cccnc2F)c1F)C(=O)OC(C)(C)C.O=S(=O)(Cl)c1ccsc1.